From a dataset of Catalyst prediction with 721,799 reactions and 888 catalyst types from USPTO. Predict which catalyst facilitates the given reaction. (1) Reactant: [OH-].[K+].[CH3:3][O:4][C:5]1[CH:10]=[CH:9][C:8]([N:11]2[CH2:15][CH2:14][O:13]C2=O)=[CH:7][C:6]=1[N+:17]([O-:19])=[O:18]. Product: [OH:13][CH2:14][CH2:15][NH:11][C:8]1[CH:9]=[CH:10][C:5]([O:4][CH3:3])=[C:6]([N+:17]([O-:19])=[O:18])[CH:7]=1. The catalyst class is: 24. (2) Reactant: [CH2:1]([C:3]1[N:16]([C@@H:17]2[C:25]3[C:20](=[CH:21][C:22]([C:26]4[CH:31]=[CH:30][CH:29]=[CH:28][C:27]=4[C:32]4[N:36](C(C5C=CC=CC=5)(C5C=CC=CC=5)C5C=CC=CC=5)[N:35]=[N:34][N:33]=4)=[CH:23][CH:24]=3)[CH2:19][CH2:18]2)[C:6]2=[N:7][C:8]([CH2:12][CH:13]([OH:15])[CH3:14])=[CH:9][C:10]([CH3:11])=[C:5]2[N:4]=1)[CH3:2]. Product: [NH:36]1[C:32]([C:27]2[CH:28]=[CH:29][CH:30]=[CH:31][C:26]=2[C:22]2[CH:21]=[C:20]3[C:25](=[CH:24][CH:23]=2)[C@@H:17]([N:16]2[C:6]4=[N:7][C:8]([CH2:12][CH:13]([OH:15])[CH3:14])=[CH:9][C:10]([CH3:11])=[C:5]4[N:4]=[C:3]2[CH2:1][CH3:2])[CH2:18][CH2:19]3)=[N:33][N:34]=[N:35]1. The catalyst class is: 5. (3) Product: [CH3:16][C@H:11]1[N:12]([CH3:15])[CH2:13][CH2:14][N:9]([C:6]2[C:7]([F:8])=[C:2]([NH:19][NH2:20])[N:3]=[C:4]([CH3:17])[N:5]=2)[CH2:10]1. Reactant: Cl[C:2]1[C:7]([F:8])=[C:6]([N:9]2[CH2:14][CH2:13][N:12]([CH3:15])[C@H:11]([CH3:16])[CH2:10]2)[N:5]=[C:4]([CH3:17])[N:3]=1.O.[NH2:19][NH2:20]. The catalyst class is: 16. (4) Reactant: [OH:1][C@@H:2]([CH2:13][O:14][C:15]1[CH:24]=[CH:23][CH:22]=[C:21]2[C:16]=1[CH:17]=[CH:18][CH:19]=[N:20]2)[CH2:3][N:4]1[CH2:9][CH2:8][CH:7]([C:10]([O-:12])=O)[CH2:6][CH2:5]1.[Li+].[CH2:26]([NH2:33])[C:27]1[CH:32]=[CH:31][CH:30]=[CH:29][CH:28]=1.C(N(CC)C(C)C)(C)C.C1CN([P+](ON2N=NC3C=CC=CC2=3)(N2CCCC2)N2CCCC2)CC1.F[P-](F)(F)(F)(F)F. Product: [CH2:26]([NH:33][C:10]([CH:7]1[CH2:6][CH2:5][N:4]([CH2:3][C@@H:2]([OH:1])[CH2:13][O:14][C:15]2[CH:24]=[CH:23][CH:22]=[C:21]3[C:16]=2[CH:17]=[CH:18][CH:19]=[N:20]3)[CH2:9][CH2:8]1)=[O:12])[C:27]1[CH:32]=[CH:31][CH:30]=[CH:29][CH:28]=1. The catalyst class is: 2. (5) Reactant: CC1C=CC(S(O[C:12]2[C:13]3[CH2:23][CH2:22][CH2:21][C:20]4[N:24]([CH3:27])[N:25]=[CH:26][C:19]=4[C:14]=3[N:15]=[C:16]([NH2:18])[N:17]=2)(=O)=O)=CC=1.[CH3:28][N:29]1[CH2:34][CH2:33][NH:32][CH2:31][CH2:30]1. Product: [CH3:27][N:24]1[C:20]2[CH2:21][CH2:22][CH2:23][C:13]3[C:12]([N:32]4[CH2:33][CH2:34][N:29]([CH3:28])[CH2:30][CH2:31]4)=[N:17][C:16]([NH2:18])=[N:15][C:14]=3[C:19]=2[CH:26]=[N:25]1. The catalyst class is: 10. (6) Reactant: [CH:1]1([C:4]([CH:6]([N:14]2[CH2:19][CH2:18][CH:17]3[S:20][C:21](=[O:23])[CH:22]=[C:16]3[CH2:15]2)[C:7]2[CH:12]=[CH:11][CH:10]=[CH:9][C:8]=2[F:13])=[O:5])[CH2:3][CH2:2]1.[BrH:24]. Product: [BrH:24].[CH:1]1([C:4]([CH:6]([N:14]2[CH2:19][CH2:18][CH:17]3[S:20][C:21](=[O:23])[CH:22]=[C:16]3[CH2:15]2)[C:7]2[CH:12]=[CH:11][CH:10]=[CH:9][C:8]=2[F:13])=[O:5])[CH2:2][CH2:3]1. The catalyst class is: 21. (7) Reactant: [N:1]1[CH:6]=[CH:5][CH:4]=[CH:3][C:2]=1[C:7]1[N:11]=[C:10]([C:12]2[CH:17]=[C:16](Br)[CH:15]=[CH:14][C:13]=2[O:19][CH3:20])[O:9][N:8]=1.B1([C:27]2[CH:32]=[CH:31][CH:30]=[N:29][CH:28]=2)OCCCO1.C(=O)([O-])[O-].[Na+].[Na+]. Product: [N:1]1[CH:6]=[CH:5][CH:4]=[CH:3][C:2]=1[C:7]1[N:11]=[C:10]([C:12]2[CH:17]=[C:16]([C:27]3[CH:28]=[N:29][CH:30]=[CH:31][CH:32]=3)[CH:15]=[CH:14][C:13]=2[O:19][CH3:20])[O:9][N:8]=1. The catalyst class is: 276.